From a dataset of Full USPTO retrosynthesis dataset with 1.9M reactions from patents (1976-2016). Predict the reactants needed to synthesize the given product. (1) Given the product [Cl:17][C:5]1[C:6]([NH:8][C:9]2[CH:16]=[CH:15][CH:14]=[CH:13][C:10]=2[C:11]#[N:12])=[CH:7][C:2]([NH:25][C:24]2[N:20]([CH2:18][CH3:19])[N:21]=[C:22]([CH3:26])[CH:23]=2)=[N:3][CH:4]=1, predict the reactants needed to synthesize it. The reactants are: Cl[C:2]1[CH:7]=[C:6]([NH:8][C:9]2[CH:16]=[CH:15][CH:14]=[CH:13][C:10]=2[C:11]#[N:12])[C:5]([Cl:17])=[CH:4][N:3]=1.[CH2:18]([N:20]1[C:24]([NH2:25])=[CH:23][C:22]([CH3:26])=[N:21]1)[CH3:19].C1C=CC(P(C2C(C3C(P(C4C=CC=CC=4)C4C=CC=CC=4)=CC=C4C=3C=CC=C4)=C3C(C=CC=C3)=CC=2)C2C=CC=CC=2)=CC=1.C(=O)([O-])[O-].[Cs+].[Cs+]. (2) Given the product [ClH:41].[NH2:29][C:26]1[CH:25]=[CH:24][C:23]([CH2:22][CH2:21][O:20][C:17]2[CH:18]=[CH:19][C:14]([CH2:13][C@H:12]([O:37][CH2:38][CH3:39])[C:11]([OH:40])=[O:10])=[CH:15][CH:16]=2)=[CH:28][CH:27]=1, predict the reactants needed to synthesize it. The reactants are: FC(F)(F)C(O)=O.C([O:10][C:11](=[O:40])[C@@H:12]([O:37][CH2:38][CH3:39])[CH2:13][C:14]1[CH:19]=[CH:18][C:17]([O:20][CH2:21][CH2:22][C:23]2[CH:28]=[CH:27][C:26]([NH:29]C(OC(C)(C)C)=O)=[CH:25][CH:24]=2)=[CH:16][CH:15]=1)C.[Cl:41]CCl.